Dataset: NCI-60 drug combinations with 297,098 pairs across 59 cell lines. Task: Regression. Given two drug SMILES strings and cell line genomic features, predict the synergy score measuring deviation from expected non-interaction effect. Drug 1: C1=NC(=NC(=O)N1C2C(C(C(O2)CO)O)O)N. Drug 2: CCC1(CC2CC(C3=C(CCN(C2)C1)C4=CC=CC=C4N3)(C5=C(C=C6C(=C5)C78CCN9C7C(C=CC9)(C(C(C8N6C)(C(=O)OC)O)OC(=O)C)CC)OC)C(=O)OC)O.OS(=O)(=O)O. Cell line: HOP-92. Synergy scores: CSS=-1.27, Synergy_ZIP=3.65, Synergy_Bliss=6.18, Synergy_Loewe=3.79, Synergy_HSA=1.05.